From a dataset of Reaction yield outcomes from USPTO patents with 853,638 reactions. Predict the reaction yield, written as a fraction of the theoretical maximum amount of product (1.0 means a 100% yield; for example, 0.34 means a 34% yield). (1) The reactants are [Cl:1][C:2]1[C:11]2[C:6](=[CH:7][C:8]([S:12](Cl)(=[O:14])=[O:13])=[CH:9][CH:10]=2)[C:5]([OH:16])=[CH:4][N:3]=1.[CH3:17][O:18][C:19]1[CH:31]=[CH:30][C:22]([CH2:23][NH:24][C:25]2[CH:29]=[CH:28][O:27][N:26]=2)=[CH:21][CH:20]=1.[Li+].C[Si]([N-][Si](C)(C)C)(C)C. The catalyst is C1COCC1. The product is [Cl:1][C:2]1[C:11]2[C:6](=[CH:7][C:8]([S:12]([N:24]([C:25]3[CH:29]=[CH:28][O:27][N:26]=3)[CH2:23][C:22]3[CH:21]=[CH:20][C:19]([O:18][CH3:17])=[CH:31][CH:30]=3)(=[O:14])=[O:13])=[CH:9][CH:10]=2)[C:5]([OH:16])=[CH:4][N:3]=1. The yield is 0.595. (2) The yield is 0.610. The reactants are [CH3:1][CH:2]1[CH:6]([CH3:7])[O:5][C:4]2([CH2:12][C:11]([CH3:14])([CH3:13])[C:10](/[CH:16]=[CH:17]/[Sn](CCCC)(CCCC)CCCC)([OH:15])[C:9]([CH3:31])=[CH:8]2)[O:3]1.[F:32][C:33]([F:43])([F:42])/[C:34](/I)=[CH:35]/[C:36]([O:38][CH2:39][CH3:40])=[O:37].[F-].[K+]. The catalyst is CC#N.CC#N.Cl[Pd]Cl.CN(C)C=O. The product is [OH:15][C:10]1(/[CH:16]=[CH:17]/[C:34](/[C:33]([F:32])([F:42])[F:43])=[CH:35]\[C:36]([O:38][CH2:39][CH3:40])=[O:37])[C:11]([CH3:14])([CH3:13])[CH2:12][C:4]2([O:5][CH:6]([CH3:7])[CH:2]([CH3:1])[O:3]2)[CH:8]=[C:9]1[CH3:31]. (3) The reactants are [C:1]([C:4]1[CH:33]=[CH:32][C:7]2[N:8]([C:11]3[CH:12]=[C:13]([NH:25][S:26]([CH:29]4[CH2:31][CH2:30]4)(=[O:28])=[O:27])[CH:14]=[C:15]([C:17]4[CH:22]=[CH:21][C:20]([F:23])=[CH:19][C:18]=4[F:24])[CH:16]=3)[CH:9]=[N:10][C:6]=2[CH:5]=1)(=O)[CH3:2].Cl.[OH:35][NH2:36]. The catalyst is C(O)C. The product is [F:24][C:18]1[CH:19]=[C:20]([F:23])[CH:21]=[CH:22][C:17]=1[C:15]1[CH:16]=[C:11]([N:8]2[C:7]3[CH:32]=[CH:33][C:4](/[C:1](=[N:36]\[OH:35])/[CH3:2])=[CH:5][C:6]=3[N:10]=[CH:9]2)[CH:12]=[C:13]([NH:25][S:26]([CH:29]2[CH2:31][CH2:30]2)(=[O:27])=[O:28])[CH:14]=1. The yield is 0.490. (4) The reactants are [CH:1]1([CH2:6][CH:7]([C:11]2[CH:16]=[CH:15][C:14]([Cl:17])=[C:13]([Cl:18])[CH:12]=2)[C:8]([OH:10])=O)[CH2:5][CH2:4][CH2:3][CH2:2]1.F[P-](F)(F)(F)(F)F.N1(O[P+](N(C)C)(N(C)C)N(C)C)C2C=CC=CC=2N=N1.C(N(CC)CC)C.[NH2:53][C:54]1[CH:63]=[CH:62][C:61]2[C:56](=[CH:57][CH:58]=[CH:59][CH:60]=2)[N:55]=1. The catalyst is CN(C)C=O.O.C(OCC)(=O)C. The product is [CH:1]1([CH2:6][CH:7]([C:11]2[CH:16]=[CH:15][C:14]([Cl:17])=[C:13]([Cl:18])[CH:12]=2)[C:8]([NH:53][C:54]2[CH:63]=[CH:62][C:61]3[C:56](=[CH:57][CH:58]=[CH:59][CH:60]=3)[N:55]=2)=[O:10])[CH2:2][CH2:3][CH2:4][CH2:5]1. The yield is 0.500. (5) The reactants are C1C=CC(C2C=CC=CC=2)=CC=1.C1C=CC(OC2C=CC=CC=2)=CC=1.[Cl:26][C:27]1[CH:32]=[CH:31][C:30]([C:33]([F:36])([F:35])[F:34])=[CH:29][C:28]=1[NH:37][CH:38]=[C:39]([C:45](OCC)=[O:46])[C:40]([O:42][CH2:43][CH3:44])=[O:41]. No catalyst specified. The product is [Cl:26][C:27]1[CH:32]=[CH:31][C:30]([C:33]([F:34])([F:35])[F:36])=[C:29]2[C:28]=1[NH:37][CH:38]=[C:39]([C:40]([O:42][CH2:43][CH3:44])=[O:41])[C:45]2=[O:46]. The yield is 0.650.